This data is from Ames mutagenicity test results for genotoxicity prediction. The task is: Regression/Classification. Given a drug SMILES string, predict its toxicity properties. Task type varies by dataset: regression for continuous values (e.g., LD50, hERG inhibition percentage) or binary classification for toxic/non-toxic outcomes (e.g., AMES mutagenicity, cardiotoxicity, hepatotoxicity). Dataset: ames. (1) The drug is COc1cccc2c1C(=O)c1c(O)c3c(c(O)c1C2=O)C[C@@](O)(C(C)=O)C[C@@H]3O. The result is 1 (mutagenic). (2) The drug is O=[N+]([O-])c1cccc2c(Cl)nsc12. The result is 1 (mutagenic). (3) The drug is Clc1cc(Cl)c(Cl)cc1Cl. The result is 0 (non-mutagenic). (4) The drug is CN1C=CN(CCS(C)(=O)=O)C1/C=N/O. The result is 0 (non-mutagenic). (5) The compound is c1cc2c(cc1CC1CO1)OCO2. The result is 1 (mutagenic). (6) The drug is Nc1ccc2c(c1)oc1ccccc12. The result is 1 (mutagenic).